This data is from NCI-60 drug combinations with 297,098 pairs across 59 cell lines. The task is: Regression. Given two drug SMILES strings and cell line genomic features, predict the synergy score measuring deviation from expected non-interaction effect. (1) Drug 1: CS(=O)(=O)C1=CC(=C(C=C1)C(=O)NC2=CC(=C(C=C2)Cl)C3=CC=CC=N3)Cl. Drug 2: CC(C)CN1C=NC2=C1C3=CC=CC=C3N=C2N. Cell line: MCF7. Synergy scores: CSS=0.804, Synergy_ZIP=-1.11, Synergy_Bliss=1.83, Synergy_Loewe=-1.13, Synergy_HSA=-0.553. (2) Drug 1: CC1C(C(CC(O1)OC2CC(CC3=C2C(=C4C(=C3O)C(=O)C5=C(C4=O)C(=CC=C5)OC)O)(C(=O)C)O)N)O.Cl. Drug 2: C1=CC(=CC=C1CC(C(=O)O)N)N(CCCl)CCCl.Cl. Cell line: CAKI-1. Synergy scores: CSS=56.8, Synergy_ZIP=-9.48, Synergy_Bliss=-1.95, Synergy_Loewe=-1.28, Synergy_HSA=3.79. (3) Drug 1: CC1C(C(CC(O1)OC2CC(OC(C2O)C)OC3=CC4=CC5=C(C(=O)C(C(C5)C(C(=O)C(C(C)O)O)OC)OC6CC(C(C(O6)C)O)OC7CC(C(C(O7)C)O)OC8CC(C(C(O8)C)O)(C)O)C(=C4C(=C3C)O)O)O)O. Drug 2: CC(C)CN1C=NC2=C1C3=CC=CC=C3N=C2N. Cell line: M14. Synergy scores: CSS=11.2, Synergy_ZIP=1.97, Synergy_Bliss=1.45, Synergy_Loewe=-0.948, Synergy_HSA=-1.56. (4) Drug 1: CC(CN1CC(=O)NC(=O)C1)N2CC(=O)NC(=O)C2. Drug 2: C(CN)CNCCSP(=O)(O)O. Cell line: A498. Synergy scores: CSS=22.1, Synergy_ZIP=-0.390, Synergy_Bliss=1.43, Synergy_Loewe=-6.86, Synergy_HSA=1.28. (5) Drug 1: C1=C(C(=O)NC(=O)N1)F. Drug 2: N.N.Cl[Pt+2]Cl. Cell line: SF-539. Synergy scores: CSS=42.4, Synergy_ZIP=-6.78, Synergy_Bliss=-14.4, Synergy_Loewe=-16.8, Synergy_HSA=-13.9. (6) Drug 1: CNC(=O)C1=NC=CC(=C1)OC2=CC=C(C=C2)NC(=O)NC3=CC(=C(C=C3)Cl)C(F)(F)F. Drug 2: N.N.Cl[Pt+2]Cl. Cell line: CCRF-CEM. Synergy scores: CSS=48.3, Synergy_ZIP=-3.76, Synergy_Bliss=-2.56, Synergy_Loewe=-14.2, Synergy_HSA=0.497. (7) Drug 1: C1=NC2=C(N1)C(=S)N=C(N2)N. Drug 2: CS(=O)(=O)OCCCCOS(=O)(=O)C. Cell line: OVCAR-5. Synergy scores: CSS=28.5, Synergy_ZIP=-3.94, Synergy_Bliss=-5.54, Synergy_Loewe=-24.2, Synergy_HSA=-4.71. (8) Cell line: SK-MEL-2. Synergy scores: CSS=-4.50, Synergy_ZIP=8.28, Synergy_Bliss=5.32, Synergy_Loewe=-1.05, Synergy_HSA=-1.85. Drug 1: CN1C(=O)N2C=NC(=C2N=N1)C(=O)N. Drug 2: C(=O)(N)NO. (9) Drug 1: CNC(=O)C1=CC=CC=C1SC2=CC3=C(C=C2)C(=NN3)C=CC4=CC=CC=N4. Drug 2: C1=CC(=CC=C1C#N)C(C2=CC=C(C=C2)C#N)N3C=NC=N3. Cell line: HOP-62. Synergy scores: CSS=2.02, Synergy_ZIP=2.76, Synergy_Bliss=3.59, Synergy_Loewe=2.64, Synergy_HSA=0.295.